From a dataset of Reaction yield outcomes from USPTO patents with 853,638 reactions. Predict the reaction yield, written as a fraction of the theoretical maximum amount of product (1.0 means a 100% yield; for example, 0.34 means a 34% yield). The reactants are [CH2:1]([O:3][C:4]([C:6]1[CH:7]=[N:8][C:9]2[C:14]([C:15]=1Cl)=[C:13]([Cl:17])[CH:12]=[C:11]([Cl:18])[C:10]=2[O:19][CH3:20])=[O:5])[CH3:2].C(O)(=O)C.C(OCC)(=O)C. The catalyst is O1CCOCC1.[Zn]. The product is [CH2:1]([O:3][C:4]([C:6]1[CH:7]=[N:8][C:9]2[C:14]([CH:15]=1)=[C:13]([Cl:17])[CH:12]=[C:11]([Cl:18])[C:10]=2[O:19][CH3:20])=[O:5])[CH3:2]. The yield is 0.390.